This data is from Catalyst prediction with 721,799 reactions and 888 catalyst types from USPTO. The task is: Predict which catalyst facilitates the given reaction. (1) Reactant: [H-].[Na+].[CH3:3][O:4][CH2:5][CH2:6][OH:7].Br[CH2:9][C:10]1[CH:18]=[CH:17][C:13]([C:14]([OH:16])=[O:15])=[CH:12][C:11]=1[N+:19]([O-:21])=[O:20].Cl. Product: [CH3:3][O:4][CH2:5][CH2:6][O:7][CH2:9][C:10]1[CH:18]=[CH:17][C:13]([C:14]([OH:16])=[O:15])=[CH:12][C:11]=1[N+:19]([O-:21])=[O:20]. The catalyst class is: 6. (2) Reactant: C([O:4][CH2:5][CH2:6][NH:7][C:8]([C@@H:10]1[CH2:14][C:13](=[N:15][O:16][CH3:17])[CH2:12][N:11]1[C:18]([C:20]1[CH:25]=[CH:24][C:23]([C:26]2[CH:31]=[CH:30][CH:29]=[CH:28][CH:27]=2)=[CH:22][CH:21]=1)=[O:19])=[O:9])(=O)C.[OH-].[Na+]. Product: [C:23]1([C:26]2[CH:27]=[CH:28][CH:29]=[CH:30][CH:31]=2)[CH:22]=[CH:21][C:20]([C:18]([N:11]2[CH2:12][C:13](=[N:15][O:16][CH3:17])[CH2:14][C@H:10]2[C:8]([NH:7][CH2:6][CH2:5][OH:4])=[O:9])=[O:19])=[CH:25][CH:24]=1. The catalyst class is: 5. (3) Reactant: [C:1]([NH:9][CH2:10][C:11]([OH:13])=O)(=[O:8])[C:2]1[CH:7]=[CH:6][CH:5]=[CH:4][CH:3]=1.[Cl:14][C:15]1[CH:20]=[CH:19][C:18]([N:21]2[CH2:26][CH2:25][NH:24][CH2:23][CH2:22]2)=[CH:17][CH:16]=1.C1C=CC2N(O)N=NC=2C=1.C(Cl)CCl.CCN(C(C)C)C(C)C. Product: [Cl:14][C:15]1[CH:16]=[CH:17][C:18]([N:21]2[CH2:26][CH2:25][N:24]([C:11](=[O:13])[CH2:10][NH:9][C:1](=[O:8])[C:2]3[CH:3]=[CH:4][CH:5]=[CH:6][CH:7]=3)[CH2:23][CH2:22]2)=[CH:19][CH:20]=1. The catalyst class is: 3. (4) Reactant: Cl.[CH3:2][C:3]([CH3:50])([CH3:49])[CH2:4][C:5]1[N:6]=[C:7]([CH2:29][C:30]([C:36]2[CH:41]=[CH:40][C:39]([C:42]3[CH:47]=[CH:46][C:45]([F:48])=[CH:44][N:43]=3)=[CH:38][CH:37]=2)([OH:35])[C:31]([F:34])([F:33])[F:32])[N:8](C(C2C=CC=CC=2)(C2C=CC=CC=2)C2C=CC=CC=2)[CH:9]=1. Product: [CH3:2][C:3]([CH3:50])([CH3:49])[CH2:4][C:5]1[N:6]=[C:7]([CH2:29][C:30]([C:36]2[CH:41]=[CH:40][C:39]([C:42]3[CH:47]=[CH:46][C:45]([F:48])=[CH:44][N:43]=3)=[CH:38][CH:37]=2)([OH:35])[C:31]([F:34])([F:33])[F:32])[NH:8][CH:9]=1. The catalyst class is: 5.